Dataset: Full USPTO retrosynthesis dataset with 1.9M reactions from patents (1976-2016). Task: Predict the reactants needed to synthesize the given product. The reactants are: Cl.[C:2]1([C@@H:8]2[CH2:13][CH2:12][CH2:11][N:10]([CH2:14][C@H:15]3[CH2:20][CH2:19][CH2:18][CH2:17][C@@H:16]3[NH2:21])[CH2:9]2)[CH:7]=[CH:6][CH:5]=[CH:4][CH:3]=1.Cl.C1([C@H]2CCCN(C[C@H]3CCCC[C@@H]3N)C2)C=CC=CC=1.[N:43]1([C:48]2[CH:56]=[CH:55][C:51]([C:52](O)=[O:53])=[CH:50][N:49]=2)[CH:47]=[CH:46][CH:45]=[N:44]1.CN(C(ON1N=NC2C=CC=NC1=2)=[N+](C)C)C.F[P-](F)(F)(F)(F)F.C(N(C(C)C)CC)(C)C. Given the product [C:2]1([CH:8]2[CH2:13][CH2:12][CH2:11][N:10]([CH2:14][C@H:15]3[CH2:20][CH2:19][CH2:18][CH2:17][C@@H:16]3[NH:21][C:52](=[O:53])[C:51]3[CH:55]=[CH:56][C:48]([N:43]4[CH:47]=[CH:46][CH:45]=[N:44]4)=[N:49][CH:50]=3)[CH2:9]2)[CH:3]=[CH:4][CH:5]=[CH:6][CH:7]=1, predict the reactants needed to synthesize it.